From a dataset of NCI-60 drug combinations with 297,098 pairs across 59 cell lines. Regression. Given two drug SMILES strings and cell line genomic features, predict the synergy score measuring deviation from expected non-interaction effect. Drug 1: CC1C(C(CC(O1)OC2CC(CC3=C2C(=C4C(=C3O)C(=O)C5=C(C4=O)C(=CC=C5)OC)O)(C(=O)C)O)N)O.Cl. Drug 2: CC1C(C(=O)NC(C(=O)N2CCCC2C(=O)N(CC(=O)N(C(C(=O)O1)C(C)C)C)C)C(C)C)NC(=O)C3=C4C(=C(C=C3)C)OC5=C(C(=O)C(=C(C5=N4)C(=O)NC6C(OC(=O)C(N(C(=O)CN(C(=O)C7CCCN7C(=O)C(NC6=O)C(C)C)C)C)C(C)C)C)N)C. Cell line: SK-MEL-5. Synergy scores: CSS=14.7, Synergy_ZIP=-2.25, Synergy_Bliss=6.47, Synergy_Loewe=2.64, Synergy_HSA=2.81.